From a dataset of Catalyst prediction with 721,799 reactions and 888 catalyst types from USPTO. Predict which catalyst facilitates the given reaction. (1) Reactant: [Cl:1][C:2]1[CH:10]=[CH:9][CH:8]=[C:7]2[C:3]=1[CH2:4][CH2:5][CH:6]2[N:11]1[C:16](=[O:17])[C:15]([C:18]#[N:19])=[CH:14][N:13]([C:20]2[CH:30]=[CH:29][C:23]3[N:24]([CH3:28])[C:25](=[O:27])[S:26][C:22]=3[CH:21]=2)[C:12]1=[O:31].C([Sn](=O)CCCC)CCC.C[Si]([N:46]=[N+:47]=[N-:48])(C)C.C(O)C. Product: [Cl:1][C:2]1[CH:10]=[CH:9][CH:8]=[C:7]2[C:3]=1[CH2:4][CH2:5][CH:6]2[N:11]1[C:16](=[O:17])[C:15]([C:18]2[NH:48][N:47]=[N:46][N:19]=2)=[CH:14][N:13]([C:20]2[CH:30]=[CH:29][C:23]3[N:24]([CH3:28])[C:25](=[O:27])[S:26][C:22]=3[CH:21]=2)[C:12]1=[O:31]. The catalyst class is: 11. (2) Reactant: [NH2:1][C:2]1[CH:3]=[C:4]([NH:17][C:18]([C:20]2[C:21]([C:26]3[CH:31]=[CH:30][C:29]([C:32]([F:35])([F:34])[F:33])=[CH:28][CH:27]=3)=[CH:22][CH:23]=[CH:24][CH:25]=2)=[O:19])[CH:5]=[CH:6][C:7]=1[NH:8][CH2:9][CH2:10][C:11]1[CH:16]=[CH:15][CH:14]=[CH:13][N:12]=1.[N:36](OC(C)(C)C)=O. Product: [N:12]1[CH:13]=[CH:14][CH:15]=[CH:16][C:11]=1[CH2:10][CH2:9][N:8]1[C:7]2[CH:6]=[CH:5][C:4]([NH:17][C:18]([C:20]3[C:21]([C:26]4[CH:27]=[CH:28][C:29]([C:32]([F:35])([F:33])[F:34])=[CH:30][CH:31]=4)=[CH:22][CH:23]=[CH:24][CH:25]=3)=[O:19])=[CH:3][C:2]=2[N:1]=[N:36]1. The catalyst class is: 7. (3) The catalyst class is: 60. Reactant: [NH2:1][C:2]1[CH:11]=[CH:10][C:9]([N:12]([CH2:20][CH2:21][N:22]([C:26]([O:28][C:29]([CH3:32])([CH3:31])[CH3:30])=[O:27])[CH2:23][CH2:24][OH:25])[C:13](=[O:19])[O:14][C:15]([CH3:18])([CH3:17])[CH3:16])=[C:8]2[C:3]=1[CH:4]=[CH:5][CH:6]=[N:7]2.[C:33]12([CH2:43][C:44](O)=[O:45])[CH2:42][CH:37]3[CH2:38][CH:39]([CH2:41][CH:35]([CH2:36]3)[CH2:34]1)[CH2:40]2.F[P-](F)(F)(F)(F)F.Br[P+](N1CCCC1)(N1CCCC1)N1CCCC1.C(N(CC)CC)C. Product: [C:33]12([CH2:43][C:44]([NH:1][C:2]3[CH:11]=[CH:10][C:9]([N:12]([CH2:20][CH2:21][N:22]([C:26]([O:28][C:29]([CH3:32])([CH3:31])[CH3:30])=[O:27])[CH2:23][CH2:24][OH:25])[C:13](=[O:19])[O:14][C:15]([CH3:18])([CH3:17])[CH3:16])=[C:8]4[C:3]=3[CH:4]=[CH:5][CH:6]=[N:7]4)=[O:45])[CH2:40][CH:39]3[CH2:38][CH:37]([CH2:36][CH:35]([CH2:41]3)[CH2:34]1)[CH2:42]2.